Predict the product of the given reaction. From a dataset of Forward reaction prediction with 1.9M reactions from USPTO patents (1976-2016). The product is: [CH2:1]([O:3][C:4]([C:6]1([C:9]2[CH:10]=[CH:11][C:12]([C:15]3[CH:20]=[CH:19][C:18]([C:21]4[O:25][N:24]=[C:23]([CH3:26])[C:22]=4[NH:27][CH2:39][C:36]4[S:35][C:34]([C:28]5[CH:29]=[CH:30][CH:31]=[CH:32][CH:33]=5)=[N:38][CH:37]=4)=[CH:17][CH:16]=3)=[CH:13][CH:14]=2)[CH2:8][CH2:7]1)=[O:5])[CH3:2]. Given the reactants [CH2:1]([O:3][C:4]([C:6]1([C:9]2[CH:14]=[CH:13][C:12]([C:15]3[CH:20]=[CH:19][C:18]([C:21]4[O:25][N:24]=[C:23]([CH3:26])[C:22]=4[NH2:27])=[CH:17][CH:16]=3)=[CH:11][CH:10]=2)[CH2:8][CH2:7]1)=[O:5])[CH3:2].[C:28]1([C:34]2[S:35][C:36]([CH:39]=O)=[CH:37][N:38]=2)[CH:33]=[CH:32][CH:31]=[CH:30][CH:29]=1, predict the reaction product.